From a dataset of Forward reaction prediction with 1.9M reactions from USPTO patents (1976-2016). Predict the product of the given reaction. (1) Given the reactants [CH3:1][O:2][C:3](=[O:12])[CH2:4][C:5](=O)[CH2:6][C:7]([O:9][CH3:10])=[O:8].[Cl-].ClC1N(C)C=C[N+]=1C.C(N(CC)CC)C.CCCCCC, predict the reaction product. The product is: [CH3:10][O:9][C:7](=[O:8])[CH:6]=[C:5]=[CH:4][C:3]([O:2][CH3:1])=[O:12]. (2) Given the reactants [CH2:1]([NH:8][C:9]1[CH:14]=[C:13](Br)[CH:12]=[CH:11][C:10]=1[N+:16]([O-:18])=[O:17])[C:2]1[CH:7]=[CH:6][CH:5]=[CH:4][CH:3]=1.[CH3:19][N:20]1[CH2:25][CH2:24][NH:23][CH2:22][CH2:21]1.O, predict the reaction product. The product is: [CH2:1]([NH:8][C:9]1[CH:14]=[C:13]([N:23]2[CH2:24][CH2:25][N:20]([CH3:19])[CH2:21][CH2:22]2)[CH:12]=[CH:11][C:10]=1[N+:16]([O-:18])=[O:17])[C:2]1[CH:7]=[CH:6][CH:5]=[CH:4][CH:3]=1. (3) Given the reactants C([O:8][NH:9][C:10](=[O:33])[C@:11]([N:17]([C:19]([C:21]1[CH:26]=[CH:25][C:24]([C:27]2[CH:32]=[CH:31][CH:30]=[CH:29][CH:28]=2)=[CH:23][CH:22]=1)=[O:20])[CH3:18])([CH3:16])[C:12]([NH:14][CH3:15])=[O:13])C1C=CC=CC=1.[H][H], predict the reaction product. The product is: [C:24]1([C:27]2[CH:28]=[CH:29][CH:30]=[CH:31][CH:32]=2)[CH:23]=[CH:22][C:21]([C:19]([N:17]([CH3:18])[C@@:11]([CH3:16])([C:12]([NH:14][CH3:15])=[O:13])[C:10]([NH:9][OH:8])=[O:33])=[O:20])=[CH:26][CH:25]=1. (4) Given the reactants CO.[Cl:3][C:4]1[CH:9]=[CH:8][C:7]([N:10]2[CH:14]=[CH:13][CH:12]=[C:11]2/[CH:15]=[CH:16]/[C:17]([O:19][CH3:20])=[O:18])=[C:6]([C:21](=[O:33])[C:22]2[C:27]([F:28])=[CH:26][CH:25]=[C:24]([O:29][CH3:30])[C:23]=2[O:31][CH3:32])[CH:5]=1.[BH4-].[Na+], predict the reaction product. The product is: [Cl:3][C:4]1[CH:9]=[CH:8][C:7]([N:10]2[CH:14]=[CH:13][CH:12]=[C:11]2/[CH:15]=[CH:16]/[C:17]([O:19][CH3:20])=[O:18])=[C:6]([CH:21]([C:22]2[C:27]([F:28])=[CH:26][CH:25]=[C:24]([O:29][CH3:30])[C:23]=2[O:31][CH3:32])[OH:33])[CH:5]=1. (5) Given the reactants [CH3:1][C:2]1[CH:7]=[CH:6][C:5]([C:8]([C:10]2[CH:15]=[CH:14][CH:13]=[CH:12][CH:11]=2)=[O:9])=[CH:4][C:3]=1[O:16]C.[Al+3].[Cl-].[Cl-].[Cl-], predict the reaction product. The product is: [OH:16][C:3]1[CH:4]=[C:5]([C:8]([C:10]2[CH:11]=[CH:12][CH:13]=[CH:14][CH:15]=2)=[O:9])[CH:6]=[CH:7][C:2]=1[CH3:1].